This data is from Catalyst prediction with 721,799 reactions and 888 catalyst types from USPTO. The task is: Predict which catalyst facilitates the given reaction. (1) Reactant: C1(P(C2CCCCC2)C2C=CC=CC=2C2C(C(C)C)=CC(C(C)C)=CC=2C(C)C)CCCCC1.[Cl:35][C:36]1[CH:37]=[C:38]([CH:40]=[C:41]([N:43]2[CH2:48][CH2:47][O:46][CH2:45][CH2:44]2)[CH:42]=1)[NH2:39].Cl[C:50]1[C:59]2[C:54](=[CH:55][C:56]([F:61])=[CH:57][C:58]=2[F:60])[N:53]=[C:52]([C:62]2[CH:67]=[CH:66][CH:65]=[CH:64][N:63]=2)[C:51]=1[CH3:68].CC(C)([O-])C.[Na+]. Product: [Cl:35][C:36]1[CH:37]=[C:38]([NH:39][C:50]2[C:59]3[C:54](=[CH:55][C:56]([F:61])=[CH:57][C:58]=3[F:60])[N:53]=[C:52]([C:62]3[CH:67]=[CH:66][CH:65]=[CH:64][N:63]=3)[C:51]=2[CH3:68])[CH:40]=[C:41]([N:43]2[CH2:48][CH2:47][O:46][CH2:45][CH2:44]2)[CH:42]=1. The catalyst class is: 882. (2) Reactant: [N+:1]([CH2:4][CH2:5][CH2:6][C:7]1[CH:12]=[CH:11][C:10]([CH2:13][CH2:14][CH2:15][CH2:16][CH2:17][CH2:18][CH2:19][CH3:20])=[CH:9][CH:8]=1)([O-:3])=[O:2].[CH2:21]([OH:23])C.[CH2:24]=[O:25].C(N(CC)CC)C. Product: [N+:1]([C:4]([CH2:5][CH2:6][C:7]1[CH:8]=[CH:9][C:10]([CH2:13][CH2:14][CH2:15][CH2:16][CH2:17][CH2:18][CH2:19][CH3:20])=[CH:11][CH:12]=1)([CH2:21][OH:23])[CH2:24][OH:25])([O-:3])=[O:2]. The catalyst class is: 175. (3) Reactant: [Cl:1][C:2]1[CH:3]=[C:4]([CH:9]2[O:15][CH2:14][CH2:13][N:12](C(OC(C)(C)C)=O)[CH2:11][CH:10]2[CH2:23][OH:24])[CH:5]=[CH:6][C:7]=1[F:8].Cl.C(O)C. Product: [ClH:1].[Cl:1][C:2]1[CH:3]=[C:4]([CH:9]2[O:15][CH2:14][CH2:13][NH:12][CH2:11][CH:10]2[CH2:23][OH:24])[CH:5]=[CH:6][C:7]=1[F:8]. The catalyst class is: 8.